Dataset: Forward reaction prediction with 1.9M reactions from USPTO patents (1976-2016). Task: Predict the product of the given reaction. (1) Given the reactants Br[C:2]1[C:3]2[C:8]([C:9]3[CH:10]=[CH:11][CH:12]=[CH:13][C:14]=3[CH:15]=1)=[CH:7][CH:6]=[CH:5][CH:4]=2.C([Li])CCC.C([O:24][B:25](OC(C)C)[O:26]C(C)C)(C)C.Cl, predict the reaction product. The product is: [CH:13]1[C:14]2[CH:15]=[C:2]([B:25]([OH:26])[OH:24])[C:3]3[C:8](=[CH:7][CH:6]=[CH:5][CH:4]=3)[C:9]=2[CH:10]=[CH:11][CH:12]=1. (2) Given the reactants [Br:1][C:2]1[CH:7]=[CH:6][C:5]([N:8]2[C:17]3[C:12](=[CH:13][C:14]([S:18](OC4C(F)=C(F)C(F)=C(F)C=4F)(=[O:20])=[O:19])=[CH:15][CH:16]=3)[CH:11]=[CH:10][C:9]2=[O:33])=[C:4]([O:34][CH3:35])[CH:3]=1.[O:36]1[CH:40]=[CH:39][C:38]([NH2:41])=[N:37]1.C1COCC1.C[Si]([N-][Si](C)(C)C)(C)C.[Li+], predict the reaction product. The product is: [Br:1][C:2]1[CH:7]=[CH:6][C:5]([N:8]2[C:17]3[C:12](=[CH:13][C:14]([S:18]([NH:41][C:38]4[CH:39]=[CH:40][O:36][N:37]=4)(=[O:20])=[O:19])=[CH:15][CH:16]=3)[CH:11]=[CH:10][C:9]2=[O:33])=[C:4]([O:34][CH3:35])[CH:3]=1. (3) Given the reactants C(OC([N:8]1[CH2:13][CH2:12][CH:11]([O:14][C:15]2[CH:20]=[CH:19][C:18]([C:21]#[N:22])=[CH:17][CH:16]=2)[CH2:10][CH2:9]1)=O)(C)(C)C.[ClH:23], predict the reaction product. The product is: [ClH:23].[C:21]([C:18]1[CH:17]=[CH:16][C:15]([O:14][CH:11]2[CH2:12][CH2:13][NH:8][CH2:9][CH2:10]2)=[CH:20][CH:19]=1)#[N:22]. (4) Given the reactants [CH:1]([C:3]1[CH:12]=[CH:11][C:10]2[C:5](=[CH:6][CH:7]=[CH:8][CH:9]=2)[N:4]=1)=[CH2:2].Cl.[NH2:14][OH:15], predict the reaction product. The product is: [N:4]1[C:5]2[C:10](=[CH:9][CH:8]=[CH:7][CH:6]=2)[CH:11]=[CH:12][C:3]=1[CH2:1][CH2:2][NH:14][OH:15]. (5) Given the reactants [NH2:1][C:2]1[C:11]([C:12]([O:14]N2C3C=C(Cl)C=CC=3N=N2)=O)=[C:5]2[N:6]=[CH:7][C:8]([F:10])=[CH:9][N:4]2[N:3]=1.[NH2:25][C:26]1[CH:27]=[N:28][CH:29]=[C:30]([F:45])[C:31]=1[N:32]1[CH2:37][CH2:36][CH:35]([C:38]([O:40][C:41]([CH3:44])([CH3:43])[CH3:42])=[O:39])[CH2:34][CH2:33]1.CCO, predict the reaction product. The product is: [NH2:1][C:2]1[C:11]([C:12]([NH:25][C:26]2[CH:27]=[N:28][CH:29]=[C:30]([F:45])[C:31]=2[N:32]2[CH2:37][CH2:36][CH:35]([C:38]([O:40][C:41]([CH3:43])([CH3:42])[CH3:44])=[O:39])[CH2:34][CH2:33]2)=[O:14])=[C:5]2[N:6]=[CH:7][C:8]([F:10])=[CH:9][N:4]2[N:3]=1. (6) Given the reactants [CH2:1]([O:3][C:4]([C@@:6]12[CH2:24][C@H:23]1[CH:22]=[CH:21][CH2:20][CH2:19][CH2:18][CH2:17][CH2:16][C@H:15]([NH:25][C:26]([O:28][CH:29]1[CH2:33][CH2:32][CH2:31][CH2:30]1)=[O:27])[C:14](=[O:34])[N:13]1[C@@H:9]([CH2:10][C@@H:11]([O:35][C:36]3[C:45]4[C:40](=[CH:41][C:42]([O:46][CH3:47])=[CH:43][CH:44]=4)[N:39]=[C:38]([C:48](=[O:52])[CH:49]=[N+]=[N-])[CH:37]=3)[CH2:12]1)[C:8](=[O:53])[NH:7]2)=[O:5])[CH3:2].[BrH:54], predict the reaction product. The product is: [CH2:1]([O:3][C:4]([C@@:6]12[CH2:24][C@H:23]1[CH:22]=[CH:21][CH2:20][CH2:19][CH2:18][CH2:17][CH2:16][C@H:15]([NH:25][C:26]([O:28][CH:29]1[CH2:33][CH2:32][CH2:31][CH2:30]1)=[O:27])[C:14](=[O:34])[N:13]1[C@@H:9]([CH2:10][C@@H:11]([O:35][C:36]3[C:45]4[C:40](=[CH:41][C:42]([O:46][CH3:47])=[CH:43][CH:44]=4)[N:39]=[C:38]([C:48](=[O:52])[CH2:49][Br:54])[CH:37]=3)[CH2:12]1)[C:8](=[O:53])[NH:7]2)=[O:5])[CH3:2]. (7) The product is: [F:12][C:4]1[C:5]([O:10][CH3:11])=[CH:6][C:7]([O:8][CH3:9])=[C:2]([F:1])[C:3]=1[N:13]1[CH2:18][C:17]2[CH:19]=[N:20][C:21]3[NH:25][N:24]=[CH:23][C:22]=3[C:16]=2[N:15]([C:26]2[C:27]([F:35])=[C:28]([CH:32]=[CH:33][CH:34]=2)[C:29]([NH:40][CH:38]([CH3:39])[CH3:37])=[O:30])[C:14]1=[O:36]. Given the reactants [F:1][C:2]1[C:7]([O:8][CH3:9])=[CH:6][C:5]([O:10][CH3:11])=[C:4]([F:12])[C:3]=1[N:13]1[CH2:18][C:17]2[CH:19]=[N:20][C:21]3[NH:25][N:24]=[CH:23][C:22]=3[C:16]=2[N:15]([C:26]2[C:27]([F:35])=[C:28]([CH:32]=[CH:33][CH:34]=2)[C:29](O)=[O:30])[C:14]1=[O:36].[CH3:37][CH:38]([NH2:40])[CH3:39].F[P-](F)(F)(F)(F)F.N1(O[P+](N(C)C)(N(C)C)N(C)C)C2C=CC=CC=2N=N1.C(N(CC)C(C)C)(C)C, predict the reaction product. (8) Given the reactants [Br:1][C:2]1[CH:3]=[C:4]2[C:8](=[CH:9][CH:10]=1)[NH:7][N:6]=[C:5]2[C:11]([F:14])([F:13])[F:12].[O:15]1[CH:20]=[CH:19][CH2:18][CH2:17][CH2:16]1.O.C1(C)C=CC(S(O)(=O)=O)=CC=1, predict the reaction product. The product is: [Br:1][C:2]1[CH:3]=[C:4]2[C:8](=[CH:9][CH:10]=1)[N:7]([CH:16]1[CH2:17][CH2:18][CH2:19][CH2:20][O:15]1)[N:6]=[C:5]2[C:11]([F:14])([F:13])[F:12].